This data is from Full USPTO retrosynthesis dataset with 1.9M reactions from patents (1976-2016). The task is: Predict the reactants needed to synthesize the given product. (1) Given the product [N:13]1([CH2:19][CH2:20][CH2:21][CH2:22][N:23]2[CH2:24][CH2:25][N:26]([C:2]3[NH:3][C:4](=[O:12])[C:5]4[C:10]([CH:11]=3)=[CH:9][CH:8]=[CH:7][CH:6]=4)[CH2:27][CH2:28]2)[CH2:14][CH2:15][CH2:16][CH2:17][CH2:18]1, predict the reactants needed to synthesize it. The reactants are: Cl[C:2]1[NH:3][C:4](=[O:12])[C:5]2[C:10]([CH:11]=1)=[CH:9][CH:8]=[CH:7][CH:6]=2.[N:13]1([CH2:19][CH2:20][CH2:21][CH2:22][N:23]2[CH2:28][CH2:27][NH:26][CH2:25][CH2:24]2)[CH2:18][CH2:17][CH2:16][CH2:15][CH2:14]1. (2) Given the product [CH2:34]([O:33][C:26](=[O:30])[CH2:25][CH2:24][C:23]1[N:1]([C:2]2[CH:10]=[CH:9][C:5]([C:6](=[O:7])[NH2:8])=[CH:4][C:3]=2[CH3:11])[C:20]([C:17]2[CH:16]=[CH:15][C:14]([O:13][CH3:12])=[CH:19][CH:18]=2)=[CH:21][CH:22]=1)[CH3:44], predict the reactants needed to synthesize it. The reactants are: [NH2:1][C:2]1[CH:10]=[CH:9][C:5]([C:6]([NH2:8])=[O:7])=[CH:4][C:3]=1[CH3:11].[CH3:12][O:13][C:14]1[CH:19]=[CH:18][C:17]([C:20](=O)[CH2:21][CH2:22][C:23](=O)[CH2:24][CH2:25][C:26](=[O:30])CCC)=[CH:16][CH:15]=1.[OH2:33].[C:34]1([CH3:44])C=CC(S(O)(=O)=O)=CC=1. (3) Given the product [F:1][C:2]1[CH:3]=[CH:4][C:5]([C:8]2[C:12]([CH2:13][O:14][C:15]3[N:16]=[CH:17][C:18]([C:19]([N:25]4[CH2:30][CH2:29][O:28][CH2:27][CH2:26]4)=[O:21])=[CH:22][CH:23]=3)=[C:11]([CH3:24])[O:10][N:9]=2)=[N:6][CH:7]=1, predict the reactants needed to synthesize it. The reactants are: [F:1][C:2]1[CH:3]=[CH:4][C:5]([C:8]2[C:12]([CH2:13][O:14][C:15]3[CH:23]=[CH:22][C:18]([C:19]([OH:21])=O)=[CH:17][N:16]=3)=[C:11]([CH3:24])[O:10][N:9]=2)=[N:6][CH:7]=1.[NH:25]1[CH2:30][CH2:29][O:28][CH2:27][CH2:26]1. (4) Given the product [Cl:34][C:31]1[CH:32]=[CH:33][C:28]([CH2:27][N:23]2[C:24]3[C:20](=[CH:19][C:18](/[CH:17]=[C:14]4/[C:15](=[O:16])[N:11]([CH2:10][C:6]5[CH:5]=[C:4]([CH:9]=[CH:8][CH:7]=5)[C:3]([OH:40])=[O:2])[C:12](=[O:39])[S:13]/4)=[CH:26][CH:25]=3)[CH:21]=[N:22]2)=[C:29]([C:35]([F:37])([F:36])[F:38])[CH:30]=1, predict the reactants needed to synthesize it. The reactants are: C[O:2][C:3](=[O:40])[C:4]1[CH:9]=[CH:8][CH:7]=[C:6]([CH2:10][N:11]2[C:15](=[O:16])/[C:14](=[CH:17]/[C:18]3[CH:19]=[C:20]4[C:24](=[CH:25][CH:26]=3)[N:23]([CH2:27][C:28]3[CH:33]=[CH:32][C:31]([Cl:34])=[CH:30][C:29]=3[C:35]([F:38])([F:37])[F:36])[N:22]=[CH:21]4)/[S:13][C:12]2=[O:39])[CH:5]=1.C(CN)O. (5) The reactants are: [OH:1][CH:2]1[O:21][C@H:20]([CH2:22][OH:23])[C@@H:7]([O:8][C@@H:9]2[O:17][C@H:16]([CH2:18][OH:19])[C@H:14]([OH:15])[C@H:12]([OH:13])[C@H:10]2[OH:11])[C@H:5]([OH:6])[C@H:3]1[OH:4].[NH:24]1[C:30]2[CH:31]=[CH:32][CH:33]=[CH:34][C:29]=2[CH:28]=[CH:27][CH:26]=[N:25]1. Given the product [NH:24]1[C:30]2[CH:31]=[CH:32][CH:33]=[CH:34][C:29]=2[CH:28]=[CH:27][CH:26]=[N:25]1.[OH:1][CH:2]1[O:21][C@H:20]([CH2:22][OH:23])[C@@H:7]([O:8][C@@H:9]2[O:17][C@H:16]([CH2:18][OH:19])[C@H:14]([OH:15])[C@H:12]([OH:13])[C@H:10]2[OH:11])[C@H:5]([OH:6])[C@H:3]1[OH:4], predict the reactants needed to synthesize it. (6) Given the product [C:28]([C:23]1[CH:24]=[CH:25][CH:26]=[CH:27][C:22]=1[C:19]1[CH:20]=[CH:21][C:16]([CH2:15][C:12]2[C:13](=[O:14])[N:8]([C@H:5]3[CH2:4][CH2:3][C@H:2]([O:1][CH2:40][C:41]([O:43][CH2:44][CH3:45])=[O:42])[CH2:7][CH2:6]3)[C:9]3[N:10]([N:35]=[CH:36][CH:37]=3)[C:11]=2[CH2:32][CH2:33][CH3:34])=[C:17]([O:30][CH3:31])[CH:18]=1)#[N:29], predict the reactants needed to synthesize it. The reactants are: [OH:1][C@H:2]1[CH2:7][CH2:6][C@H:5]([N:8]2[C:13](=[O:14])[C:12]([CH2:15][C:16]3[CH:21]=[CH:20][C:19]([C:22]4[C:23]([C:28]#[N:29])=[CH:24][CH:25]=[CH:26][CH:27]=4)=[CH:18][C:17]=3[O:30][CH3:31])=[C:11]([CH2:32][CH2:33][CH3:34])[N:10]3[N:35]=[CH:36][CH:37]=[C:9]23)[CH2:4][CH2:3]1.[N+](=[CH:40][C:41]([O:43][CH2:44][CH3:45])=[O:42])=[N-].C(OCC)(=O)C.O. (7) Given the product [F:1][C:2]1[CH:7]=[CH:6][C:5]([C:8]2[N:9]=[CH:10][N:11]3[CH:16]=[C:15]4[C:17]5([CH2:27][C:28]6[CH:33]=[CH:32][CH:31]=[CH:30][N:29]=6)[CH2:25][CH2:24][C:23]([C:38]([F:41])([F:40])[F:39])([OH:26])[CH2:22][CH:18]5[CH2:19][CH2:20][CH2:21][C:14]4=[CH:13][C:12]=23)=[CH:4][CH:3]=1, predict the reactants needed to synthesize it. The reactants are: [F:1][C:2]1[CH:7]=[CH:6][C:5]([C:8]2[N:9]=[CH:10][N:11]3[CH:16]=[C:15]4[C:17]5([CH2:27][C:28]6[CH:33]=[CH:32][CH:31]=[CH:30][N:29]=6)[CH2:25][CH2:24][C:23](=[O:26])[CH2:22][CH:18]5[CH2:19][CH2:20][CH2:21][C:14]4=[CH:13][C:12]=23)=[CH:4][CH:3]=1.[F-].[Cs+].C[Si](C)(C)[C:38]([F:41])([F:40])[F:39].CCCC[N+](CCCC)(CCCC)CCCC.[F-]. (8) The reactants are: [F:1][C:2]1[CH:3]=[CH:4][C:5]([N:8]2[CH:12]=[C:11]([CH2:13][OH:14])[CH:10]=[N:9]2)=[N:6][CH:7]=1. Given the product [F:1][C:2]1[CH:3]=[CH:4][C:5]([N:8]2[CH:12]=[C:11]([CH:13]=[O:14])[CH:10]=[N:9]2)=[N:6][CH:7]=1, predict the reactants needed to synthesize it. (9) Given the product [NH2:1][C:2]1[CH:3]=[C:4]([CH:8]=[CH:9][C:10]=1[O:11][C:12]([F:15])([F:14])[F:13])[C:5]([NH:27][C:25]1[S:26][C:22]([C:16]2[CH:21]=[CH:20][CH:19]=[CH:18][CH:17]=2)=[N:23][N:24]=1)=[O:7], predict the reactants needed to synthesize it. The reactants are: [NH2:1][C:2]1[CH:3]=[C:4]([CH:8]=[CH:9][C:10]=1[O:11][C:12]([F:15])([F:14])[F:13])[C:5]([OH:7])=O.[C:16]1([C:22]2[S:26][C:25]([NH2:27])=[N:24][N:23]=2)[CH:21]=[CH:20][CH:19]=[CH:18][CH:17]=1.F[P-](F)(F)(F)(F)F.N1(O[P+](N2CCCC2)(N2CCCC2)N2CCCC2)C2C=CC=CC=2N=N1.C(N(C(C)C)CC)(C)C.